From a dataset of Reaction yield outcomes from USPTO patents with 853,638 reactions. Predict the reaction yield, written as a fraction of the theoretical maximum amount of product (1.0 means a 100% yield; for example, 0.34 means a 34% yield). (1) The catalyst is COCCOC. The product is [Cl:17][C:18]1[N:27]=[C:26]([N:28]2[CH2:29][CH2:30][O:31][CH2:32][CH2:33]2)[C:25]2[C:20](=[C:21]([O:43][CH3:44])[CH:22]=[C:23]([C:2]3[C:3]([F:16])=[C:4]([NH:9][S:10]([CH2:13][CH2:14][CH3:15])(=[O:12])=[O:11])[CH:5]=[CH:6][C:7]=3[F:8])[CH:24]=2)[N:19]=1. The yield is 0.180. The reactants are Br[C:2]1[C:3]([F:16])=[C:4]([NH:9][S:10]([CH2:13][CH2:14][CH3:15])(=[O:12])=[O:11])[CH:5]=[CH:6][C:7]=1[F:8].[Cl:17][C:18]1[N:27]=[C:26]([N:28]2[CH2:33][CH2:32][O:31][CH2:30][CH2:29]2)[C:25]2[C:20](=[C:21]([O:43][CH3:44])[CH:22]=[C:23](B3OC(C)(C)C(C)(C)O3)[CH:24]=2)[N:19]=1.C(=O)([O-])[O-].[Na+].[Na+].C(Cl)Cl. (2) The yield is 0.420. The reactants are [CH3:1][C:2](C)([O-])C.[K+].[Br:7][C:8]1[CH:16]=[C:15]2[C:11]([CH2:12][C:13](=[O:17])[NH:14]2)=[CH:10][CH:9]=1.[C:18]([O:22]C)(=O)[CH:19]=[CH2:20].O. The product is [Br:7][C:8]1[CH:16]=[C:15]2[C:11]([C:12]3([CH2:20][CH2:19][C:18](=[O:22])[CH2:2][CH2:1]3)[C:13](=[O:17])[NH:14]2)=[CH:10][CH:9]=1. The catalyst is CS(C)=O.